Dataset: Full USPTO retrosynthesis dataset with 1.9M reactions from patents (1976-2016). Task: Predict the reactants needed to synthesize the given product. (1) Given the product [CH3:31][O:30][C:27](=[O:29])/[CH:28]=[CH:22]/[C:21]1[CH:24]=[CH:25][CH:26]=[C:19]([CH2:18][N:16]2[CH:17]=[C:13]([C:7]3[CH:12]=[CH:11][CH:10]=[CH:9][CH:8]=3)[N:14]=[N:15]2)[CH:20]=1, predict the reactants needed to synthesize it. The reactants are: CC(C)([O-])C.[K+].[C:7]1([C:13]2[N:14]=[N:15][N:16]([CH2:18][C:19]3[CH:20]=[C:21]([CH:24]=[CH:25][CH:26]=3)[CH:22]=O)[CH:17]=2)[CH:12]=[CH:11][CH:10]=[CH:9][CH:8]=1.[C:27]([O:30][CH2:31]C)(=[O:29])[CH3:28]. (2) Given the product [Si:1]([O:18][CH2:19][CH2:20][N:21]([CH2:52][CH2:53][O:102][Si:85]([C:98]([CH3:101])([CH3:100])[CH3:99])([C:92]1[CH:93]=[CH:94][CH:95]=[CH:96][CH:97]=1)[C:86]1[CH:91]=[CH:90][CH:89]=[CH:88][CH:87]=1)[C:22](=[O:51])[CH2:23][C@@H:24]([NH:33][C:34]1[CH:39]=[CH:38][C:37]([S:40](=[O:42])(=[O:43])[NH2:41])=[CH:36][C:35]=1[S:44]([C:47]([F:50])([F:48])[F:49])(=[O:46])=[O:45])[CH2:25][S:26][C:27]1[CH:32]=[CH:31][CH:30]=[CH:29][CH:28]=1)([C:14]([CH3:15])([CH3:16])[CH3:17])([C:2]1[CH:7]=[CH:6][CH:5]=[CH:4][CH:3]=1)[C:8]1[CH:9]=[CH:10][CH:11]=[CH:12][CH:13]=1, predict the reactants needed to synthesize it. The reactants are: [Si:1]([O:18][CH2:19][CH2:20][N:21]([CH2:52][CH3:53])[C:22](=[O:51])[CH2:23][C@@H:24]([NH:33][C:34]1[CH:39]=[CH:38][C:37]([S:40](=[O:43])(=[O:42])[NH2:41])=[CH:36][C:35]=1[S:44]([C:47]([F:50])([F:49])[F:48])(=[O:46])=[O:45])[CH2:25][S:26][C:27]1[CH:32]=[CH:31][CH:30]=[CH:29][CH:28]=1)([C:14]([CH3:17])([CH3:16])[CH3:15])([C:8]1[CH:13]=[CH:12][CH:11]=[CH:10][CH:9]=1)[C:2]1[CH:7]=[CH:6][CH:5]=[CH:4][CH:3]=1.C1(SC[C@H](NC2C=CC(S(=O)(=O)N)=CC=2S(C(F)(F)F)(=O)=O)CC(O)=O)C=CC=CC=1.[Si:85]([O:102]CCNCC[O:102][Si:85]([C:98]([CH3:99])([CH3:101])[CH3:100])([C:92]1[CH:93]=[CH:94][CH:95]=[CH:96][CH:97]=1)[C:86]1[CH:91]=[CH:90][CH:89]=[CH:88][CH:87]=1)([C:98]([CH3:101])([CH3:100])[CH3:99])([C:92]1[CH:97]=[CH:96][CH:95]=[CH:94][CH:93]=1)[C:86]1[CH:91]=[CH:90][CH:89]=[CH:88][CH:87]=1. (3) Given the product [Cl:17][C:16]1[C:15]([NH:18][C:19]2[NH:23][N:22]=[C:21]([CH:24]3[CH2:26][CH2:25]3)[CH:20]=2)=[N:14][C:13]([NH:27][C@H:28]([C:31]2[CH:36]=[CH:35][C:34]([F:37])=[CH:33][CH:32]=2)[CH2:29][OH:30])=[N:12][C:11]=1[NH:9][CH2:8][CH2:7][N:1]1[CH2:6][CH2:5][O:4][CH2:3][CH2:2]1, predict the reactants needed to synthesize it. The reactants are: [N:1]1([CH2:7][CH2:8][NH2:9])[CH2:6][CH2:5][O:4][CH2:3][CH2:2]1.Cl[C:11]1[C:16]([Cl:17])=[C:15]([NH:18][C:19]2[NH:23][N:22]=[C:21]([CH:24]3[CH2:26][CH2:25]3)[CH:20]=2)[N:14]=[C:13]([NH:27][C@H:28]([C:31]2[CH:36]=[CH:35][C:34]([F:37])=[CH:33][CH:32]=2)[CH2:29][OH:30])[N:12]=1. (4) The reactants are: [CH2:1]([N:5]([C:8]1[C:13]([CH2:14][CH3:15])=[C:12](Cl)[N:11]=[C:10]([CH3:17])[N:9]=1)[CH2:6][CH3:7])[CH2:2][CH2:3][CH3:4].[CH3:18][C:19]1[CH:25]=[C:24]([CH3:26])[CH:23]=[C:22]([CH3:27])[C:20]=1[NH2:21]. Given the product [CH2:1]([N:5]([CH2:6][CH3:7])[C:8]1[C:13]([CH2:14][CH3:15])=[C:12]([NH:21][C:20]2[C:22]([CH3:27])=[CH:23][C:24]([CH3:26])=[CH:25][C:19]=2[CH3:18])[N:11]=[C:10]([CH3:17])[N:9]=1)[CH2:2][CH2:3][CH3:4], predict the reactants needed to synthesize it. (5) Given the product [F:44][C:43]([F:46])([F:45])[C:41]([OH:47])=[O:42].[NH:1]([C:5]1[CH:6]=[CH:7][C:8]([C:9]([O:11][C:12]2[CH:13]=[C:14]([C:18]3[CH2:22][C:21]([CH2:31][C:32]([OH:34])=[O:33])([CH2:23][C:24]([OH:30])=[O:25])[O:20][N:19]=3)[CH:15]=[CH:16][CH:17]=2)=[O:10])=[CH:39][CH:40]=1)[C:2]([NH2:4])=[NH:3], predict the reactants needed to synthesize it. The reactants are: [NH:1]([C:5]1[CH:40]=[CH:39][C:8]([C:9]([O:11][C:12]2[CH:17]=[CH:16][CH:15]=[C:14]([C:18]3[CH2:22][C:21]([CH2:31][C:32]([O:34]C(C)(C)C)=[O:33])([CH2:23][C:24](=[O:30])[O:25]C(C)(C)C)[O:20][N:19]=3)[CH:13]=2)=[O:10])=[CH:7][CH:6]=1)[C:2]([NH2:4])=[NH:3].[C:41]([OH:47])([C:43]([F:46])([F:45])[F:44])=[O:42]. (6) Given the product [CH2:10]([CH:9]1[CH:16]([OH:19])[C:5]23[N:4]=[CH:3][CH:2]=[C:14]2[CH:13]=[CH:12][CH:11]=[C:6]3[N:7]([CH3:26])[CH2:8]1)[CH:22]=[CH2:23], predict the reactants needed to synthesize it. The reactants are: C[C:2]1[C:14]2[C:13]3[CH:12]=[CH:11][CH:10]=[CH:9][C:8]=3[N:7]=[C:6](O)[C:5]=2[NH:4][CH:3]=1.[C:16]([O-:19])([O-])=O.[Cs+].[Cs+].[CH2:22](Br)[CH:23]=C.[CH2:26]1COCC1. (7) Given the product [CH3:1][C:2]1[CH:3]=[CH:4][C:5]([C:8]2[O:12][N:11]=[CH:10][C:9]=2[C:13]([N:47]2[CH2:52][CH2:51][CH2:50][CH:49]([C:53]([O:55][CH2:25][CH3:26])=[O:54])[CH2:48]2)=[O:15])=[CH:6][CH:7]=1, predict the reactants needed to synthesize it. The reactants are: [CH3:1][C:2]1[CH:7]=[CH:6][C:5]([C:8]2[O:12][N:11]=[CH:10][C:9]=2[C:13]([OH:15])=O)=[CH:4][CH:3]=1.CN(C(ON1N=N[C:26]2C=CC=C[C:25]1=2)=[N+](C)C)C.[B-](F)(F)(F)F.C(N(C(C)C)C(C)C)C.[NH:47]1[CH2:52][CH2:51][CH2:50][CH:49]([C:53]([O-:55])=[O:54])[CH2:48]1. (8) Given the product [Cl:1][C:2]1[CH:7]=[CH:6][CH:5]=[CH:4][C:3]=1[C:8]1[C:9]2[CH:21]=[CH:20][C:19](=[O:22])[N:18]([C:23]3[CH:28]=[CH:27][CH:26]=[CH:25][C:24]=3[Cl:29])[C:10]=2[N:11]=[C:12]([NH:30][CH2:31][CH2:32][OH:33])[N:13]=1, predict the reactants needed to synthesize it. The reactants are: [Cl:1][C:2]1[CH:7]=[CH:6][CH:5]=[CH:4][C:3]=1[C:8]1[C:9]2[CH:21]=[CH:20][C:19](=[O:22])[N:18]([C:23]3[CH:28]=[CH:27][CH:26]=[CH:25][C:24]=3[Cl:29])[C:10]=2[N:11]=[C:12](S(C)(=O)=O)[N:13]=1.[NH2:30][CH2:31][CH2:32][OH:33]. (9) The reactants are: [CH2:1]([O:3][C:4](=[O:28])[CH2:5][C:6]1[CH:7]=[C:8]([C:14]2[CH:19]=[CH:18][C:17]([C:20]([F:23])([F:22])[F:21])=[CH:16][C:15]=2[CH2:24][NH:25][CH2:26][CH3:27])[C:9]([O:12][CH3:13])=[CH:10][CH:11]=1)[CH3:2].C(N(C(C)C)CC)(C)C.[C:38](Cl)(Cl)=[O:39].[Cl:42][C:43]1[CH:44]=[C:45]([CH:48]=[C:49]([Cl:51])[CH:50]=1)[CH2:46][NH2:47].C(N(CC)CC)C. Given the product [CH2:1]([O:3][C:4](=[O:28])[CH2:5][C:6]1[CH:7]=[C:8]([C:14]2[CH:19]=[CH:18][C:17]([C:20]([F:23])([F:21])[F:22])=[CH:16][C:15]=2[CH2:24][N:25]([CH2:26][CH3:27])[C:38]([NH:47][CH2:46][C:45]2[CH:44]=[C:43]([Cl:42])[CH:50]=[C:49]([Cl:51])[CH:48]=2)=[O:39])[C:9]([O:12][CH3:13])=[CH:10][CH:11]=1)[CH3:2], predict the reactants needed to synthesize it. (10) Given the product [Br:1][C:2]1[CH:7]=[CH:6][C:5]([CH:8]([NH:10][CH3:13])[CH3:9])=[CH:4][CH:3]=1, predict the reactants needed to synthesize it. The reactants are: [Br:1][C:2]1[CH:7]=[CH:6][C:5]([CH:8]([NH2:10])[CH3:9])=[CH:4][CH:3]=1.C=O.[C:13]([O-])(=O)C.[Na+].C([BH3-])#N.[Na+].C(=O)([O-])O.[Na+].